This data is from Catalyst prediction with 721,799 reactions and 888 catalyst types from USPTO. The task is: Predict which catalyst facilitates the given reaction. (1) Reactant: [NH:1]1[C:9]2[C:4](=[CH:5][CH:6]=[CH:7][CH:8]=2)[CH:3]=[C:2]1[C:10]([O:12][CH2:13][CH3:14])=[O:11].[F:15][C:16]([F:26])([F:25])[C:17]1[CH:18]=[C:19]([CH:22]=[CH:23][CH:24]=1)[CH2:20]Br.C(=O)([O-])[O-].[K+].[K+].C(OCC)(=O)C. Product: [F:15][C:16]([F:25])([F:26])[C:17]1[CH:18]=[C:19]([CH:22]=[CH:23][CH:24]=1)[CH2:20][N:1]1[C:9]2[C:4](=[CH:5][CH:6]=[CH:7][CH:8]=2)[CH:3]=[C:2]1[C:10]([O:12][CH2:13][CH3:14])=[O:11]. The catalyst class is: 9. (2) The catalyst class is: 734. Product: [Br:1][CH2:23][C:19]1[CH:18]=[C:17]([C:11]([OH:16])([C:12]([F:14])([F:13])[F:15])[C:10]([F:24])([F:25])[F:9])[CH:22]=[CH:21][CH:20]=1. Reactant: [Br:1]N1C(=O)CCC1=O.[F:9][C:10]([F:25])([F:24])[C:11]([C:17]1[CH:18]=[C:19]([CH3:23])[CH:20]=[CH:21][CH:22]=1)([OH:16])[C:12]([F:15])([F:14])[F:13].